This data is from Full USPTO retrosynthesis dataset with 1.9M reactions from patents (1976-2016). The task is: Predict the reactants needed to synthesize the given product. Given the product [OH:24][CH2:23][CH2:22][CH2:21][CH2:20][CH2:19][CH2:18][C:7]1[C:6]2[CH:25]=[CH:26][C:3]([OH:2])=[CH:4][C:5]=2[CH2:11][CH2:10][CH2:9][C:8]=1[C:12]1[CH:13]=[CH:14][CH:15]=[CH:16][CH:17]=1, predict the reactants needed to synthesize it. The reactants are: C[O:2][C:3]1[CH:26]=[CH:25][C:6]2[C:7]([CH2:18][CH2:19][CH2:20][CH2:21][CH2:22][CH2:23][OH:24])=[C:8]([C:12]3[CH:17]=[CH:16][CH:15]=[CH:14][CH:13]=3)[CH2:9][CH2:10][CH2:11][C:5]=2[CH:4]=1.C[S-].[Na+].